This data is from Reaction yield outcomes from USPTO patents with 853,638 reactions. The task is: Predict the reaction yield, written as a fraction of the theoretical maximum amount of product (1.0 means a 100% yield; for example, 0.34 means a 34% yield). (1) The reactants are [Cl-].O[NH3+:3].[C:4](=[O:7])([O-])[OH:5].[Na+].CS(C)=O.[O:13]1[C:17]([C@H:18]2[CH2:23][CH2:22][C@H:21]([N:24]3[C:29](=[O:30])[C:28]([CH2:31][C:32]4[CH:37]=[CH:36][C:35]([C:38]5[C:39]([C:44]#[N:45])=[CH:40][CH:41]=[CH:42][CH:43]=5)=[CH:34][CH:33]=4)=[C:27]([CH2:46][CH2:47][CH3:48])[N:26]4[N:49]=[CH:50][N:51]=[C:25]34)[CH2:20][CH2:19]2)=[CH:16][N:15]=[CH:14]1. The catalyst is C(OCC)(=O)C. The product is [O:13]1[C:17]([C@H:18]2[CH2:23][CH2:22][C@H:21]([N:24]3[C:29](=[O:30])[C:28]([CH2:31][C:32]4[CH:37]=[CH:36][C:35]([C:38]5[CH:43]=[CH:42][CH:41]=[CH:40][C:39]=5[C:44]5[NH:3][C:4](=[O:7])[O:5][N:45]=5)=[CH:34][CH:33]=4)=[C:27]([CH2:46][CH2:47][CH3:48])[N:26]4[N:49]=[CH:50][N:51]=[C:25]34)[CH2:20][CH2:19]2)=[CH:16][N:15]=[CH:14]1. The yield is 0.290. (2) The reactants are [CH2:1]([O:3][C:4](=[O:31])[C:5]([O:8][C:9]1[CH:14]=[CH:13][C:12]([O:15][CH2:16][CH2:17][C:18]2[N:19]=[C:20]([C:24]3[CH:29]=[CH:28][C:27]([OH:30])=[CH:26][CH:25]=3)[O:21][C:22]=2[CH3:23])=[CH:11][CH:10]=1)([CH3:7])[CH3:6])[CH3:2].[CH3:32]I.[OH-].[Na+]. The catalyst is [Br-].C([N+](CCCC)(CCCC)CCCC)CCC.C(Cl)Cl. The product is [CH2:1]([O:3][C:4](=[O:31])[C:5]([O:8][C:9]1[CH:10]=[CH:11][C:12]([O:15][CH2:16][CH2:17][C:18]2[N:19]=[C:20]([C:24]3[CH:29]=[CH:28][C:27]([O:30][CH3:32])=[CH:26][CH:25]=3)[O:21][C:22]=2[CH3:23])=[CH:13][CH:14]=1)([CH3:7])[CH3:6])[CH3:2]. The yield is 0.250. (3) The reactants are [O:8]=[C:5]1[CH2:4][O:3][C:5](=[O:8])[CH2:4][O:3]1.[CH2:9]([NH:12][CH2:13][CH2:14][CH3:15])[CH2:10][CH3:11]. The catalyst is C1(C)C=CC=CC=1. The product is [N:12]([C:5]([CH2:4][OH:3])=[O:8])([CH2:13][CH2:14][CH3:15])[CH2:9][CH2:10][CH3:11]. The yield is 0.660. (4) The reactants are [H-].[Na+].[Cl:3][C:4]([Cl:22])([Cl:21])[CH2:5][O:6][C:7]([NH:9][C:10]1[CH:11]=[C:12]([CH:18]=[CH:19][CH:20]=1)[C:13]([O:15][CH2:16][CH3:17])=[O:14])=[O:8].S(OC)(O[CH3:27])(=O)=O.O. The catalyst is O1CCCC1. The product is [CH3:27][N:9]([C:10]1[CH:11]=[C:12]([CH:18]=[CH:19][CH:20]=1)[C:13]([O:15][CH2:16][CH3:17])=[O:14])[C:7]([O:6][CH2:5][C:4]([Cl:21])([Cl:22])[Cl:3])=[O:8]. The yield is 0.790.